Dataset: Tyrosyl-DNA phosphodiesterase HTS with 341,365 compounds. Task: Binary Classification. Given a drug SMILES string, predict its activity (active/inactive) in a high-throughput screening assay against a specified biological target. (1) The molecule is Clc1cc(NC(=O)CCNS(=O)(=O)c2c3nonc3ccc2)ccc1OC. The result is 0 (inactive). (2) The molecule is o1nc(c(C(=O)NCCc2ccccc2)c1C)c1cc(OC)c(OC)c(OC)c1. The result is 0 (inactive). (3) The compound is S(=O)(=O)(N1CCOCC1)c1cc2c(c3c(C2=O)cc(S(=O)(=O)N2CCOCC2)cc3)cc1. The result is 0 (inactive). (4) The compound is Clc1cc(Cn2c(c3c(c2C)cnn(c3=O)CC(=O)Nc2ccc(OC)cc2)C)ccc1. The result is 0 (inactive). (5) The drug is Clc1ccc(OCc2occc2C(=O)Nc2cc(n3nnnc3)ccc2)cc1. The result is 0 (inactive).